From a dataset of Reaction yield outcomes from USPTO patents with 853,638 reactions. Predict the reaction yield, written as a fraction of the theoretical maximum amount of product (1.0 means a 100% yield; for example, 0.34 means a 34% yield). (1) The reactants are [F:1][C:2]([F:14])([F:13])[O:3][C:4]1[CH:9]=[CH:8][C:7](B(O)O)=[CH:6][CH:5]=1.Br[C:16]1[CH:22]=[CH:21][C:19]([NH2:20])=[CH:18][CH:17]=1.C(=O)([O-])[O-].[K+].[K+]. The catalyst is O1CCOCC1.O.C1C=CC([PH+]([C]2[CH][CH][CH][CH]2)C2C=CC=CC=2)=CC=1.C1C=CC([PH+]([C]2[CH][CH][CH][CH]2)C2C=CC=CC=2)=CC=1.C(Cl)Cl.Cl[Pd]Cl.[Fe].C1(P(C2C=CC=CC=2)[C-]2C=CC=C2)C=CC=CC=1.[C-]1(P(C2C=CC=CC=2)C2C=CC=CC=2)C=CC=C1.[Fe+2]. The product is [F:1][C:2]([F:14])([F:13])[O:3][C:4]1[CH:9]=[CH:8][C:7]([C:16]2[CH:22]=[CH:21][C:19]([NH2:20])=[CH:18][CH:17]=2)=[CH:6][CH:5]=1. The yield is 0.480. (2) The reactants are [Cl:1][C:2]1[CH:3]=[C:4]([OH:11])[C:5](=[CH:9][CH:10]=1)[C:6]([OH:8])=O.[F:12][C:13]([F:26])([F:25])[C:14]1[CH:15]=[C:16]([CH:18]=[C:19]([C:21]([F:24])([F:23])[F:22])[CH:20]=1)[NH2:17]. No catalyst specified. The product is [Cl:1][C:2]1[CH:10]=[CH:9][C:5]([C:6]([NH:17][C:16]2[CH:18]=[C:19]([C:21]([F:22])([F:23])[F:24])[CH:20]=[C:14]([C:13]([F:12])([F:25])[F:26])[CH:15]=2)=[O:8])=[C:4]([OH:11])[CH:3]=1. The yield is 0.558. (3) The reactants are [CH2:1]([O:3][C:4]([C:6]1[O:7][C:8]2[C:13]([C:14](=[O:16])[CH:15]=1)=[CH:12][C:11]([O:17][CH3:18])=[CH:10][C:9]=2Br)=[O:5])[CH3:2].[CH3:20][O:21][CH2:22][CH2:23][N:24]1[CH2:29][CH2:28][NH:27][CH2:26][CH2:25]1. No catalyst specified. The product is [CH2:1]([O:3][C:4]([C:6]1[O:7][C:8]2[C:13]([C:14](=[O:16])[CH:15]=1)=[CH:12][C:11]([O:17][CH3:18])=[CH:10][C:9]=2[N:27]1[CH2:28][CH2:29][N:24]([CH2:23][CH2:22][O:21][CH3:20])[CH2:25][CH2:26]1)=[O:5])[CH3:2]. The yield is 0.360. (4) The reactants are [NH2:1][C:2]1[CH:18]=[C:17]([OH:19])[C:16]([O:20][CH3:21])=[CH:15][C:3]=1[C:4]([C:6]1[CH:7]=[C:8]([CH:12]=[CH:13][CH:14]=1)[C:9]([OH:11])=[O:10])=O.[NH2:22][CH2:23][C:24](OCC)=[O:25].Cl. The catalyst is N1C=CC=CC=1. The product is [CH3:21][O:20][C:16]1[C:17]([OH:19])=[CH:18][C:2]2[NH:1][C:24](=[O:25])[CH2:23][N:22]=[C:4]([C:6]3[CH:7]=[C:8]([CH:12]=[CH:13][CH:14]=3)[C:9]([OH:11])=[O:10])[C:3]=2[CH:15]=1. The yield is 0.450. (5) The reactants are [CH3:1][C:2]1[N:3]=[CH:4][NH:5][C:6]=1[CH2:7][NH:8][CH:9]1[CH2:14][CH2:13][N:12]([C:15]([O:17][CH2:18][C:19]2[CH:24]=[CH:23][CH:22]=[CH:21][CH:20]=2)=[O:16])[CH2:11][CH2:10]1.C1CCN2C(=NCCC2)CC1.[C:36](=O)([O-])[O-:37].[K+].[K+]. The catalyst is ClCCl. The product is [CH3:1][C:2]1[N:3]=[CH:4][N:5]2[C:6]=1[CH2:7][N:8]([CH:9]1[CH2:10][CH2:11][N:12]([C:15]([O:17][CH2:18][C:19]3[CH:20]=[CH:21][CH:22]=[CH:23][CH:24]=3)=[O:16])[CH2:13][CH2:14]1)[C:36]2=[O:37]. The yield is 0.690. (6) The reactants are [Br:1][C:2]1[C:3]([N+:19]([O-])=O)=[CH:4][C:5]2[O:9][C:8]([CH:10]3[CH2:12][CH2:11]3)=[C:7]([C:13]([O:15][CH2:16][CH3:17])=[O:14])[C:6]=2[CH:18]=1.[NH4+].[Cl-]. The catalyst is CO.C1COCC1.O.[Fe]. The product is [NH2:19][C:3]1[C:2]([Br:1])=[CH:18][C:6]2[C:7]([C:13]([O:15][CH2:16][CH3:17])=[O:14])=[C:8]([CH:10]3[CH2:12][CH2:11]3)[O:9][C:5]=2[CH:4]=1. The yield is 0.910. (7) The reactants are [CH2:1]([O:3][CH:4]1[O:8][C:7](=[O:9])[CH:6]=[CH:5]1)[CH3:2].[Br:10]Br. The catalyst is C(Cl)(Cl)(Cl)Cl. The product is [Br:10][C:5]1[CH:4]([O:3][CH2:1][CH3:2])[O:8][C:7](=[O:9])[CH:6]=1. The yield is 0.820.